Dataset: Reaction yield outcomes from USPTO patents with 853,638 reactions. Task: Predict the reaction yield, written as a fraction of the theoretical maximum amount of product (1.0 means a 100% yield; for example, 0.34 means a 34% yield). (1) The reactants are [Br:1][C:2]1[CH:11]=[C:10]2[C:5]([CH:6]=[CH:7][C:8](Cl)=[N:9]2)=[N:4][CH:3]=1.[NH:13]1[CH2:18][CH2:17][O:16][CH2:15][CH2:14]1. The catalyst is C(OCC)(=O)C. The product is [Br:1][C:2]1[CH:11]=[C:10]2[C:5]([CH:6]=[CH:7][C:8]([N:13]3[CH2:18][CH2:17][O:16][CH2:15][CH2:14]3)=[N:9]2)=[N:4][CH:3]=1. The yield is 0.747. (2) The reactants are C([Mg]Cl)(C)C.I[C:7]1[CH:12]=[CH:11][C:10]([C:13]([F:16])([F:15])[F:14])=[CH:9][CH:8]=1.[CH2:17]([O:24][C:25]1[CH:30]=[CH:29][C:28]([N:31]2[CH2:36][CH2:35][C:34](=[O:37])[CH2:33][CH2:32]2)=[CH:27][CH:26]=1)[C:18]1[CH:23]=[CH:22][CH:21]=[CH:20][CH:19]=1.[Cl-].[NH4+]. The catalyst is O1CCCC1. The product is [CH2:17]([O:24][C:25]1[CH:30]=[CH:29][C:28]([N:31]2[CH2:36][CH2:35][C:34]([C:7]3[CH:12]=[CH:11][C:10]([C:13]([F:16])([F:15])[F:14])=[CH:9][CH:8]=3)([OH:37])[CH2:33][CH2:32]2)=[CH:27][CH:26]=1)[C:18]1[CH:19]=[CH:20][CH:21]=[CH:22][CH:23]=1. The yield is 0.730. (3) The reactants are Cl[CH2:2][CH2:3][CH2:4][N:5]1[C:14]2[C:9](=[CH:10][CH:11]=[C:12](C)[CH:13]=2)[CH2:8][CH2:7][C:6]1=[O:16].[CH2:17]([CH:21]1[CH2:26][CH2:25][NH:24][CH2:23][CH2:22]1)[CH2:18][CH2:19][CH3:20].[C:27]([O-])([O-])=O.[K+].[K+]. The catalyst is CC#N. The product is [CH2:17]([CH:21]1[CH2:26][CH2:25][N:24]([CH2:2][CH2:3][CH2:4][N:5]2[C:14]3[C:9](=[C:10]([CH3:27])[CH:11]=[CH:12][CH:13]=3)[CH2:8][CH2:7][C:6]2=[O:16])[CH2:23][CH2:22]1)[CH2:18][CH2:19][CH3:20]. The yield is 0.740. (4) The reactants are C[Al](C)C.[NH:5]1[CH2:10][CH2:9][S:8][CH2:7][CH2:6]1.C[O:12][C:13](=O)[C:14]1[CH:19]=[CH:18][C:17]([O:20][CH2:21][C:22]2[C:23]([C:28]3[CH:33]=[CH:32][CH:31]=[C:30]([F:34])[CH:29]=3)=[N:24][O:25][C:26]=2[CH3:27])=[N:16][CH:15]=1.O. The catalyst is O1CCOCC1. The product is [F:34][C:30]1[CH:29]=[C:28]([C:23]2[C:22]([CH2:21][O:20][C:17]3[N:16]=[CH:15][C:14]([C:13]([N:5]4[CH2:10][CH2:9][S:8][CH2:7][CH2:6]4)=[O:12])=[CH:19][CH:18]=3)=[C:26]([CH3:27])[O:25][N:24]=2)[CH:33]=[CH:32][CH:31]=1. The yield is 1.00.